From a dataset of Forward reaction prediction with 1.9M reactions from USPTO patents (1976-2016). Predict the product of the given reaction. (1) Given the reactants Br[C:2]1[N:7]=[C:6]2[N:8]([CH2:11][C:12]3[CH:13]=[C:14]4[C:19](=[CH:20][CH:21]=3)[N:18]=[CH:17][CH:16]=[CH:15]4)[N:9]=[N:10][C:5]2=[N:4][CH:3]=1.C([Sn](CCCC)(CCCC)[C:27]([O:29][CH2:30][CH3:31])=[CH2:28])CCC, predict the reaction product. The product is: [CH2:30]([O:29][C:27]([C:2]1[N:7]=[C:6]2[N:8]([CH2:11][C:12]3[CH:13]=[C:14]4[C:19](=[CH:20][CH:21]=3)[N:18]=[CH:17][CH:16]=[CH:15]4)[N:9]=[N:10][C:5]2=[N:4][CH:3]=1)=[CH2:28])[CH3:31]. (2) Given the reactants Br[CH2:2][C:3]([C:5]1[CH:6]=[C:7]([C:11]2[CH2:17][C:16](=[O:18])[NH:15][C:14]3[CH:19]=[C:20]([Cl:26])[C:21]([N:23]([CH3:25])[CH3:24])=[CH:22][C:13]=3[N:12]=2)[CH:8]=[CH:9][CH:10]=1)=O.[N:27]1[CH:32]=[CH:31][C:30]([NH:33][C:34]([NH2:36])=[S:35])=[CH:29][CH:28]=1, predict the reaction product. The product is: [Cl:26][C:20]1[C:21]([N:23]([CH3:25])[CH3:24])=[CH:22][C:13]2[N:12]=[C:11]([C:7]3[CH:8]=[CH:9][CH:10]=[C:5]([C:3]4[N:36]=[C:34]([NH:33][C:30]5[CH:31]=[CH:32][N:27]=[CH:28][CH:29]=5)[S:35][CH:2]=4)[CH:6]=3)[CH2:17][C:16](=[O:18])[NH:15][C:14]=2[CH:19]=1.